Regression. Given two drug SMILES strings and cell line genomic features, predict the synergy score measuring deviation from expected non-interaction effect. From a dataset of NCI-60 drug combinations with 297,098 pairs across 59 cell lines. (1) Drug 1: CS(=O)(=O)CCNCC1=CC=C(O1)C2=CC3=C(C=C2)N=CN=C3NC4=CC(=C(C=C4)OCC5=CC(=CC=C5)F)Cl. Drug 2: B(C(CC(C)C)NC(=O)C(CC1=CC=CC=C1)NC(=O)C2=NC=CN=C2)(O)O. Cell line: UACC-257. Synergy scores: CSS=58.9, Synergy_ZIP=3.00, Synergy_Bliss=4.13, Synergy_Loewe=-45.9, Synergy_HSA=-1.53. (2) Drug 1: CCCCC(=O)OCC(=O)C1(CC(C2=C(C1)C(=C3C(=C2O)C(=O)C4=C(C3=O)C=CC=C4OC)O)OC5CC(C(C(O5)C)O)NC(=O)C(F)(F)F)O. Drug 2: C(CC(=O)O)C(=O)CN.Cl. Cell line: T-47D. Synergy scores: CSS=38.0, Synergy_ZIP=0.494, Synergy_Bliss=1.78, Synergy_Loewe=-20.3, Synergy_HSA=-1.24. (3) Drug 1: CC(C)NC(=O)C1=CC=C(C=C1)CNNC.Cl. Drug 2: CC1C(C(CC(O1)OC2CC(CC3=C2C(=C4C(=C3O)C(=O)C5=C(C4=O)C(=CC=C5)OC)O)(C(=O)CO)O)N)O.Cl. Cell line: A498. Synergy scores: CSS=56.0, Synergy_ZIP=-1.45, Synergy_Bliss=0.154, Synergy_Loewe=1.54, Synergy_HSA=3.88.